Dataset: Forward reaction prediction with 1.9M reactions from USPTO patents (1976-2016). Task: Predict the product of the given reaction. (1) Given the reactants [C:1](OC(=O)C)(=[O:3])[CH3:2].[NH2:8][C@@H:9]1[CH2:13][CH2:12][C@H:11]([C:14]([NH:16][C:17]2[CH:22]=[C:21]([C:23]3[CH:28]=[CH:27][C:26]([F:29])=[CH:25][C:24]=3[O:30][CH3:31])N=[CH:19][N:18]=2)=[O:15])[CH2:10]1.[CH3:32]C(O)=O.O, predict the reaction product. The product is: [C:1]([NH:8][C@@H:9]1[CH2:13][CH2:12][C@H:11]([C:14]([NH:16][C:17]2[CH:22]=[C:21]([C:23]3[CH:28]=[CH:27][C:26]([F:29])=[CH:25][C:24]=3[O:30][CH3:31])[CH:32]=[CH:19][N:18]=2)=[O:15])[CH2:10]1)(=[O:3])[CH3:2]. (2) Given the reactants [F:1][C:2]([F:39])([F:38])[O:3][C:4]1[CH:37]=[CH:36][C:7]([CH2:8][N:9]([C:22]2[N:23]=[CH:24][C:25]3[C:30]([C:31]=2[C:32]([F:35])([F:34])[F:33])=[CH:29][CH:28]=[CH:27][CH:26]=3)[S:10]([C:13]2[CH:21]=[CH:20][C:16]([C:17]([NH2:19])=O)=[CH:15][CH:14]=2)(=[O:12])=[O:11])=[CH:6][CH:5]=1.C(N(CC)CC)C.FC(F)(F)C(OC(=O)C(F)(F)F)=O.O, predict the reaction product. The product is: [C:17]([C:16]1[CH:15]=[CH:14][C:13]([S:10]([N:9]([CH2:8][C:7]2[CH:6]=[CH:5][C:4]([O:3][C:2]([F:38])([F:39])[F:1])=[CH:37][CH:36]=2)[C:22]2[N:23]=[CH:24][C:25]3[C:30]([C:31]=2[C:32]([F:35])([F:34])[F:33])=[CH:29][CH:28]=[CH:27][CH:26]=3)(=[O:12])=[O:11])=[CH:21][CH:20]=1)#[N:19]. (3) Given the reactants [NH2:1][C@H:2]1[CH2:7][CH2:6][C@H:5]([OH:8])[CH2:4][CH2:3]1.[CH:9](=O)[C:10]1[CH:15]=[CH:14][CH:13]=[CH:12][CH:11]=1.[BH4-].[Na+], predict the reaction product. The product is: [CH2:9]([NH:1][CH:2]1[CH2:7][CH2:6][CH:5]([OH:8])[CH2:4][CH2:3]1)[C:10]1[CH:15]=[CH:14][CH:13]=[CH:12][CH:11]=1. (4) Given the reactants Cl[C:2]1[N:7]=[C:6]([CH3:8])[CH:5]=[C:4]([C:9]2[CH:10]=[N:11][C:12]([C:15]([F:18])([F:17])[F:16])=[CH:13][CH:14]=2)[N:3]=1.[I:19][C:20]1[N:21]=[CH:22][NH:23][CH:24]=1, predict the reaction product. The product is: [I:19][C:20]1[N:21]=[CH:22][N:23]([C:2]2[N:7]=[C:6]([CH3:8])[CH:5]=[C:4]([C:9]3[CH:10]=[N:11][C:12]([C:15]([F:18])([F:17])[F:16])=[CH:13][CH:14]=3)[N:3]=2)[CH:24]=1. (5) Given the reactants [CH3:1][C:2]1[CH:7]=[C:6]([CH3:8])[CH:5]=[C:4]([C:9]2[CH:10]=[N:11][CH:12]=[CH:13][CH:14]=2)[C:3]=1[OH:15].Br[CH2:17][C:18]([O:20][CH3:21])=[O:19].C(=O)([O-])[O-].[Cs+].[Cs+], predict the reaction product. The product is: [CH3:1][C:2]1[CH:7]=[C:6]([CH3:8])[CH:5]=[C:4]([C:9]2[CH:10]=[N:11][CH:12]=[CH:13][CH:14]=2)[C:3]=1[O:15][CH2:17][C:18]([O:20][CH3:21])=[O:19]. (6) Given the reactants Cl[C:2]1[C:7]([C:8]([F:11])([F:10])[F:9])=[CH:6][CH:5]=[CH:4][N:3]=1.[O-:12][CH2:13][CH3:14].[Na+], predict the reaction product. The product is: [CH2:13]([O:12][C:2]1[C:7]([C:8]([F:11])([F:10])[F:9])=[CH:6][CH:5]=[CH:4][N:3]=1)[CH3:14]. (7) The product is: [C:2]([C:3]1[O:7][N:6]=[C:5]([NH2:12])[CH:4]=1)([CH3:9])([CH3:8])[CH3:1]. Given the reactants [CH3:1][C:2]([CH3:9])([CH3:8])[C:3](=[O:7])[CH2:4][C:5]#[N:6].[OH-].[Na+].[NH2:12]O.Cl.Cl, predict the reaction product. (8) Given the reactants [Cl:1][C:2]1[CH:3]=[CH:4][C:5]([O:38][C:39]([F:42])([F:41])[F:40])=[C:6]2[C:10]=1[N:9]([CH2:11][CH2:12][O:13][CH3:14])[CH:8]=[C:7]2[C:15]([N:17]1[CH2:22][CH2:21][CH:20]([C:23]2[CH:24]=[C:25]([CH:34]=[CH:35][C:36]=2[F:37])[CH2:26][NH:27]C(=O)C(F)(F)F)[CH2:19][CH2:18]1)=[O:16].C([O-])([O-])=O.[K+].[K+], predict the reaction product. The product is: [ClH:1].[NH2:27][CH2:26][C:25]1[CH:34]=[CH:35][C:36]([F:37])=[C:23]([CH:20]2[CH2:21][CH2:22][N:17]([C:15]([C:7]3[C:6]4[C:10](=[C:2]([Cl:1])[CH:3]=[CH:4][C:5]=4[O:38][C:39]([F:42])([F:40])[F:41])[N:9]([CH2:11][CH2:12][O:13][CH3:14])[CH:8]=3)=[O:16])[CH2:18][CH2:19]2)[CH:24]=1. (9) Given the reactants [H-].[Na+].[Cl:3][C:4]1[CH:5]=[C:6]([CH:13]=[CH:14][C:15]#[N:16])[CH:7]=[C:8]([N+:10]([O-:12])=[O:11])[CH:9]=1.CC1C=CC(S([CH2:27][N+:28]#[C-])(=O)=O)=CC=1.[CH2:30]1COCC1, predict the reaction product. The product is: [Cl:3][C:4]1[CH:5]=[C:6]([C:13]2[C:14]([C:27]#[N:28])=[CH:15][NH:16][CH:30]=2)[CH:7]=[C:8]([N+:10]([O-:12])=[O:11])[CH:9]=1. (10) Given the reactants [C:1]([CH2:3][C@H:4]1[C@H:10]([C:11]2[CH:16]=[CH:15][C:14]([Cl:17])=[C:13]([Cl:18])[CH:12]=2)[O:9][CH2:8][CH2:7][N:6]([C:19]([O:21][C:22]([CH3:25])([CH3:24])[CH3:23])=[O:20])[CH2:5]1)#[N:2].C(=O)([O-])[O-:27].[K+].[K+].OO.S([O-])([O-])(=O)=S.[Na+].[Na+], predict the reaction product. The product is: [NH2:2][C:1](=[O:27])[CH2:3][C@H:4]1[C@H:10]([C:11]2[CH:16]=[CH:15][C:14]([Cl:17])=[C:13]([Cl:18])[CH:12]=2)[O:9][CH2:8][CH2:7][N:6]([C:19]([O:21][C:22]([CH3:25])([CH3:24])[CH3:23])=[O:20])[CH2:5]1.